Dataset: Full USPTO retrosynthesis dataset with 1.9M reactions from patents (1976-2016). Task: Predict the reactants needed to synthesize the given product. (1) Given the product [OH:20][C:19]1[CH:18]=[CH:17][S:16][C:15]=1[C:13]([C:10]1[CH:11]=[CH:12][C:7]([O:6][CH3:5])=[CH:8][CH:9]=1)=[O:14], predict the reactants needed to synthesize it. The reactants are: B(Br)(Br)Br.[CH3:5][O:6][C:7]1[CH:12]=[CH:11][C:10]([C:13]([C:15]2[S:16][CH:17]=[CH:18][C:19]=2[O:20]C)=[O:14])=[CH:9][CH:8]=1.ClCCl.[OH-].[Na+]. (2) Given the product [Br:1][C:2]1[CH:11]=[CH:10][C:9]2[O:8][C@@H:7]3[CH2:12][CH2:13][CH2:14][O:15][C@H:6]3[C:5](=[O:16])[C:4]=2[CH:3]=1, predict the reactants needed to synthesize it. The reactants are: [Br:1][C:2]1[CH:11]=[CH:10][C:9]2[O:8][C:7]3[CH2:12][CH2:13][CH2:14][O:15][C:6]=3[C:5](=[O:16])[C:4]=2[CH:3]=1.CCC(C)[BH-](C(C)CC)C(C)CC.[Li+]. (3) Given the product [Cl:20][C:21]1[CH:26]=[CH:25][C:24]([S:27]([C:30]2[CH:35]=[CH:34][CH:33]=[CH:32][C:31]=2[F:36])(=[O:29])=[O:28])=[CH:23][N+:22]=1[O-:3], predict the reactants needed to synthesize it. The reactants are: NC(N)=[O:3].OO.FC(F)(F)C(OC(=O)C(F)(F)F)=O.[Cl:20][C:21]1[CH:26]=[CH:25][C:24]([S:27]([C:30]2[CH:35]=[CH:34][CH:33]=[CH:32][C:31]=2[F:36])(=[O:29])=[O:28])=[CH:23][N:22]=1.O. (4) Given the product [CH2:24]([N:2]1[CH2:7][CH2:6][CH2:5][CH:4]([C:8]2[CH:9]=[CH:10][C:11]([O:12][C:13]3[CH:21]=[CH:20][C:16]([C:17]([NH2:19])=[O:18])=[CH:15][N:14]=3)=[CH:22][CH:23]=2)[CH2:3]1)[CH2:25][CH2:26][CH2:27][CH2:28][CH3:29], predict the reactants needed to synthesize it. The reactants are: Cl.[NH:2]1[CH2:7][CH2:6][CH2:5][CH:4]([C:8]2[CH:23]=[CH:22][C:11]([O:12][C:13]3[CH:21]=[CH:20][C:16]([C:17]([NH2:19])=[O:18])=[CH:15][N:14]=3)=[CH:10][CH:9]=2)[CH2:3]1.[CH:24](=O)[CH2:25][CH2:26][CH2:27][CH2:28][CH3:29].[BH4-].[Na+]. (5) Given the product [NH2:1][C:2]1[N:3]=[CH:4][C:5]([C:25]2[CH:26]=[CH:27][C:22]([C:19]([OH:21])=[O:20])=[CH:23][CH:24]=2)=[CH:6][C:7]=1[O:8][CH2:9][C:10]1[CH:17]=[CH:16][CH:15]=[CH:14][C:11]=1[C:12]#[N:13], predict the reactants needed to synthesize it. The reactants are: [NH2:1][C:2]1[C:7]([O:8][CH2:9][C:10]2[CH:17]=[CH:16][CH:15]=[CH:14][C:11]=2[C:12]#[N:13])=[CH:6][C:5](Br)=[CH:4][N:3]=1.[C:19]([C:22]1[CH:27]=[CH:26][C:25](B(O)O)=[CH:24][CH:23]=1)([OH:21])=[O:20].C(=O)([O-])[O-].[K+].[K+].CN(C)C=O. (6) Given the product [Cl:21][C:5]1[CH:6]=[CH:7][C:2]([O:1][CH:8]2[C:17]3[C:12](=[CH:13][CH:14]=[CH:15][CH:16]=3)[O:11][CH2:10][CH:9]2[CH2:18][NH:19][CH3:20])=[CH:3][CH:4]=1, predict the reactants needed to synthesize it. The reactants are: [O:1]([CH:8]1[C:17]2[C:12](=[CH:13][CH:14]=[CH:15][CH:16]=2)[O:11][CH2:10][CH:9]1[CH2:18][NH:19][CH3:20])[C:2]1[CH:7]=[CH:6][CH:5]=[CH:4][CH:3]=1.[Cl:21]C1C=C(C=CC=1)OC1C2C(=CC=CC=2)OCC1CNC.